Dataset: Forward reaction prediction with 1.9M reactions from USPTO patents (1976-2016). Task: Predict the product of the given reaction. The product is: [F:11][C:10]([F:12])([F:13])[C:9]1[CH:8]=[CH:7][C:6]([C:14]([F:17])([F:16])[F:15])=[C:5]([NH2:18])[C:4]=1[NH2:1]. Given the reactants [N+:1]([C:4]1[C:9]([C:10]([F:13])([F:12])[F:11])=[CH:8][CH:7]=[C:6]([C:14]([F:17])([F:16])[F:15])[C:5]=1[NH2:18])([O-])=O.O.O.Cl[Sn]Cl, predict the reaction product.